Dataset: Forward reaction prediction with 1.9M reactions from USPTO patents (1976-2016). Task: Predict the product of the given reaction. (1) Given the reactants C(N(CC)CC)C.[CH:8]([C:10]1[C:18]2[C:13](=[CH:14][CH:15]=[CH:16][CH:17]=2)[N:12](C(OC(C)(C)C)=O)[CH:11]=1)=[O:9].[CH3:26][O:27][C:28]1[CH:33]=[C:32]([N:34]=[CH:35][C:36]2[CH:37]=[N:38][CH:39]=[CH:40][CH:41]=2)[CH:31]=[CH:30][N:29]=1, predict the reaction product. The product is: [NH:12]1[C:13]2[C:18](=[CH:17][CH:16]=[CH:15][CH:14]=2)[C:10]([C:8](=[O:9])[CH:35]([NH:34][C:32]2[CH:31]=[CH:30][N:29]=[C:28]([O:27][CH3:26])[CH:33]=2)[C:36]2[CH:37]=[N:38][CH:39]=[CH:40][CH:41]=2)=[CH:11]1. (2) Given the reactants [N:1]1[CH:2]=[CH:3][N:4]2[CH:9]=[CH:8][N:7]=[CH:6][C:5]=12, predict the reaction product. The product is: [N:1]1[CH:2]=[CH:3][N:4]2[CH2:9][CH2:8][NH:7][CH2:6][C:5]=12. (3) Given the reactants [NH2:1][C:2]1[O:3][CH2:4][C@:5]2([N:21]=1)[C:18]1[CH:17]=[C:16](Br)[CH:15]=[CH:14][C:13]=1[O:12][C:11]1[C:6]2=[CH:7][C:8]([OH:20])=[CH:9][CH:10]=1.[N:22]1[CH:27]=[CH:26][CH:25]=[C:24](B(O)O)[CH:23]=1.C1COCC1.C(=O)([O-])[O-].[K+].[K+], predict the reaction product. The product is: [NH2:1][C:2]1[O:3][CH2:4][C@@:5]2([N:21]=1)[C:6]1[CH:7]=[C:8]([OH:20])[CH:9]=[CH:10][C:11]=1[O:12][C:13]1[C:18]2=[CH:17][C:16]([C:24]2[CH:23]=[N:22][CH:27]=[CH:26][CH:25]=2)=[CH:15][CH:14]=1. (4) Given the reactants C(Cl)(=O)C(Cl)=O.CS(C)=O.[F:11][C:12]([F:55])([F:54])[C:13]1[CH:14]=[C:15]([C:23]([CH3:53])([CH3:52])[C:24]([N:26]([CH3:51])[C:27]2[C:28]([C:44]3[CH:49]=[CH:48][CH:47]=[CH:46][C:45]=3[CH3:50])=[CH:29][C:30]([N:33]3[CH2:37][C@H:36]([OH:38])[CH2:35][C@H:34]3[CH2:39][O:40][C:41](=[O:43])[CH3:42])=[N:31][CH:32]=2)=[O:25])[CH:16]=[C:17]([C:19]([F:22])([F:21])[F:20])[CH:18]=1.C(N(CC)C(C)C)(C)C, predict the reaction product. The product is: [F:22][C:19]([F:20])([F:21])[C:17]1[CH:16]=[C:15]([C:23]([CH3:52])([CH3:53])[C:24]([N:26]([CH3:51])[C:27]2[C:28]([C:44]3[CH:49]=[CH:48][CH:47]=[CH:46][C:45]=3[CH3:50])=[CH:29][C:30]([N:33]3[CH2:37][C:36](=[O:38])[CH2:35][C@H:34]3[CH2:39][O:40][C:41](=[O:43])[CH3:42])=[N:31][CH:32]=2)=[O:25])[CH:14]=[C:13]([C:12]([F:55])([F:54])[F:11])[CH:18]=1. (5) Given the reactants Cl[C:2]1[CH:11]=[CH:10][C:9]2[C:4](=[CH:5][CH:6]=[C:7](Cl)[CH:8]=2)[N:3]=1.[CH3:13][O:14][C:15]1[CH:16]=[C:17]([CH:20]=[CH:21][CH:22]=1)[CH2:18][NH2:19].[N:23]1[CH:28]=[CH:27][CH:26]=[C:25]([CH2:29][NH2:30])[CH:24]=1, predict the reaction product. The product is: [CH3:13][O:14][C:15]1[CH:16]=[C:17]([CH:20]=[CH:21][CH:22]=1)[CH2:18][NH:19][C:2]1[CH:11]=[CH:10][C:9]2[C:4](=[CH:5][CH:6]=[C:7]([NH:30][CH2:29][C:25]3[CH:24]=[N:23][CH:28]=[CH:27][CH:26]=3)[CH:8]=2)[N:3]=1. (6) Given the reactants F[C:2]1[CH:20]=[CH:19][C:5]([C:6]([N:8]([CH2:14][C:15]([F:18])([F:17])[F:16])[CH2:9][C:10]([F:13])([F:12])[F:11])=[O:7])=[CH:4][C:3]=1[N+:21]([O-:23])=[O:22].O1[CH:28]=[CH:27][C:26]([CH2:29][NH2:30])=[CH:25]1, predict the reaction product. The product is: [CH:26]1([CH2:29][NH:30][C:2]2[CH:20]=[CH:19][C:5]([C:6]([N:8]([CH2:9][C:10]([F:13])([F:12])[F:11])[CH2:14][C:15]([F:16])([F:18])[F:17])=[O:7])=[CH:4][C:3]=2[N+:21]([O-:23])=[O:22])[CH2:27][CH2:28][CH2:25]1. (7) Given the reactants C([N:3]1[C:11]2[C:6](=[CH:7][C:8]([S:12]([OH:15])(=[O:14])=[O:13])=[CH:9][CH:10]=2)[C:5]([CH2:17][CH2:18][CH2:19][CH2:20][CH2:21][C:22]([OH:24])=[O:23])([CH3:16])[CH:4]1[CH3:25])C.Br.C(O)(=O)C.C(OC(OCC)C=C)C, predict the reaction product. The product is: [CH3:25][C:4]1[C:5]([CH2:17][CH2:18][CH2:19][CH2:20][CH2:21][C:22]([OH:24])=[O:23])([CH3:16])[C:6]2[C:11](=[CH:10][CH:9]=[C:8]([S:12]([OH:15])(=[O:14])=[O:13])[CH:7]=2)[N:3]=1. (8) Given the reactants C(N(CC)C(C)C)(C)C.C(N(CC)CC)C.[I-].[Na+].Cl.[F:20][C:21]1([F:27])[CH2:26][CH2:25][NH:24][CH2:23][CH2:22]1.CS(O[CH2:33][CH2:34][N:35]1[CH:39]=[C:38]([C:40]2[N:44]3[CH:45]=[C:46]([CH3:59])[CH:47]=[C:48]([O:49][CH2:50][C:51]4[C:56]([F:57])=[CH:55][CH:54]=[CH:53][C:52]=4[F:58])[C:43]3=[N:42][C:41]=2[CH3:60])[CH:37]=[N:36]1)(=O)=O, predict the reaction product. The product is: [F:58][C:52]1[CH:53]=[CH:54][CH:55]=[C:56]([F:57])[C:51]=1[CH2:50][O:49][C:48]1[C:43]2[N:44]([C:40]([C:38]3[CH:37]=[N:36][N:35]([CH2:34][CH2:33][N:24]4[CH2:25][CH2:26][C:21]([F:27])([F:20])[CH2:22][CH2:23]4)[CH:39]=3)=[C:41]([CH3:60])[N:42]=2)[CH:45]=[C:46]([CH3:59])[CH:47]=1. (9) Given the reactants [CH3:1][C:2]1[C:3]([C:16]2[CH:17]([OH:21])[CH2:18][CH2:19][CH:20]=2)=[CH:4][C:5]2[C:6]([CH3:15])([CH3:14])[CH2:7][CH2:8][C:9]([CH3:13])([CH3:12])[C:10]=2[CH:11]=1.Cl[CH:23](Cl)C, predict the reaction product. The product is: [CH3:1][C:2]1[C:3]([C:16]23[CH2:23][CH:20]2[CH2:19][CH2:18][CH:17]3[OH:21])=[CH:4][C:5]2[C:6]([CH3:15])([CH3:14])[CH2:7][CH2:8][C:9]([CH3:12])([CH3:13])[C:10]=2[CH:11]=1.